From a dataset of Reaction yield outcomes from USPTO patents with 853,638 reactions. Predict the reaction yield, written as a fraction of the theoretical maximum amount of product (1.0 means a 100% yield; for example, 0.34 means a 34% yield). (1) The yield is 0.840. The reactants are CC[C@H]1[C@H]2C[C@H]([C@H](OC3C4C(=CC=CC=4)C(O[C@H](C4C=CN=C5C=4C=C(OC)C=C5)[C@@H]4N5C[C@H](CC)[C@@H](CC5)C4)=NN=3)C3C=CN=C4C=3C=C([O:22]C)C=C4)N(CC2)C1.[C:59]([OH:63])(C)([CH3:61])[CH3:60].O.[Cl:65][C:66]1[CH:75]=[C:74]2[C:69]([CH:70]=[CH:71][C:72]([CH3:76])=[N:73]2)=[C:68]([C:77]2[CH:82]=[CH:81][C:80]([Cl:83])=[CH:79][CH:78]=2)C=1C=C. The product is [Cl:65][C:66]1[CH:75]=[C:74]2[C:69]([CH:70]=[CH:71][C:72]([CH3:76])=[N:73]2)=[C:68]([C:77]2[CH:82]=[CH:81][C:80]([Cl:83])=[CH:79][CH:78]=2)[C:60]=1[C@H:59]([OH:63])[CH2:61][OH:22]. The catalyst is C(OCC)(=O)C. (2) The reactants are [CH2:1]([O:5][C:6]1[CH:11]=[CH:10][C:9]([S:12]([C:15]2([C:32]([NH:34][OH:35])=[O:33])[CH2:20][CH2:19][N:18]([C:21]([C:23]3([CH3:31])[CH2:28][O:27]C(C)(C)[O:25][CH2:24]3)=[O:22])[CH2:17][CH2:16]2)(=[O:14])=[O:13])=[CH:8][CH:7]=1)[C:2]#[C:3][CH3:4].Cl. The catalyst is O1CCCC1. The product is [CH2:1]([O:5][C:6]1[CH:7]=[CH:8][C:9]([S:12]([C:15]2([C:32]([NH:34][OH:35])=[O:33])[CH2:16][CH2:17][N:18]([C:21](=[O:22])[C:23]([CH2:24][OH:25])([CH3:31])[CH2:28][OH:27])[CH2:19][CH2:20]2)(=[O:13])=[O:14])=[CH:10][CH:11]=1)[C:2]#[C:3][CH3:4]. The yield is 0.290. (3) The reactants are [OH-].[Na+].[CH2:3]([C:5]([S:30][CH2:31][CH2:32][CH2:33][CH2:34]/[CH:35]=[CH:36]\[CH2:37]/[CH:38]=[CH:39]\[CH2:40]/[CH:41]=[CH:42]\[CH2:43]/[CH:44]=[CH:45]\[CH2:46]/[CH:47]=[CH:48]\[CH2:49][CH3:50])([CH2:28][CH3:29])[C:6]([NH:8][C@@H:9]([CH2:24][CH:25]([CH3:27])[CH3:26])[C:10]([NH:12][C:13]1[CH:14]=[CH:15][C:16]([OH:23])=[C:17]([CH:22]=1)[C:18]([O:20]C)=[O:19])=[O:11])=[O:7])[CH3:4].Cl. The catalyst is CO. The product is [CH2:3]([C:5]([S:30][CH2:31][CH2:32][CH2:33][CH2:34]/[CH:35]=[CH:36]\[CH2:37]/[CH:38]=[CH:39]\[CH2:40]/[CH:41]=[CH:42]\[CH2:43]/[CH:44]=[CH:45]\[CH2:46]/[CH:47]=[CH:48]\[CH2:49][CH3:50])([CH2:28][CH3:29])[C:6]([NH:8][C@@H:9]([CH2:24][CH:25]([CH3:27])[CH3:26])[C:10]([NH:12][C:13]1[CH:14]=[CH:15][C:16]([OH:23])=[C:17]([CH:22]=1)[C:18]([OH:20])=[O:19])=[O:11])=[O:7])[CH3:4]. The yield is 0.0800. (4) The catalyst is CN(C=O)C.C(OCC)(=O)C. The product is [Br:11][C:12]1[C:13]2[O:20][C:8]([CH3:9])=[CH:7][C:14]=2[C:15]([F:19])=[C:16]([F:18])[CH:17]=1. The reactants are C(=O)([O-])[O-].[K+].[K+].[CH2:7](Br)[C:8]#[CH:9].[Br:11][C:12]1[CH:17]=[C:16]([F:18])[C:15]([F:19])=[CH:14][C:13]=1[OH:20].[F-].[Cs+].CN(C)C1C=CC=CC=1.Cl. The yield is 0.140.